Dataset: Full USPTO retrosynthesis dataset with 1.9M reactions from patents (1976-2016). Task: Predict the reactants needed to synthesize the given product. (1) Given the product [Br:1][C:2]1[CH:3]=[CH:4][C:5]2[C:6]3[N:14]([CH2:15][CH:16]([CH3:17])[CH3:18])[C:13]([CH2:19][CH2:20][CH3:21])=[N:12][C:7]=3[C:8]([NH2:34])=[N:9][C:10]=2[CH:11]=1, predict the reactants needed to synthesize it. The reactants are: [Br:1][C:2]1[CH:3]=[CH:4][C:5]2[C:6]3[N:14]([CH2:15][CH:16]([CH3:18])[CH3:17])[C:13]([CH2:19][CH2:20][CH3:21])=[N:12][C:7]=3[CH:8]=[N:9][C:10]=2[CH:11]=1.ClC1C=C(C=CC=1)C(OO)=O.[OH-].[NH4+:34].C1(C)C=CC(S(Cl)(=O)=O)=CC=1. (2) Given the product [C:15]([O:18][CH2:12][C:8]1[CH:7]=[CH:6][C:5]([O:4][CH:2]([CH3:3])[CH3:1])=[CH:10][N:9]=1)(=[O:17])[CH3:16], predict the reactants needed to synthesize it. The reactants are: [CH3:1][CH:2]([O:4][C:5]1[CH:6]=[CH:7][C:8]([CH3:12])=[N+:9]([O-])[CH:10]=1)[CH3:3].CO.[C:15]([O:18]C(=O)C)(=[O:17])[CH3:16]. (3) Given the product [CH2:28]([N:9]1[C:10]2[C:15](=[CH:14][CH:13]=[C:12]([C:16]([OH:18])=[O:17])[CH:11]=2)[C:7]([CH:1]2[CH2:6][CH2:5][CH2:4][CH2:3][CH2:2]2)=[C:8]1[C:20]1[CH:25]=[CH:24][CH:23]=[CH:22][N:21]=1)[C:29]1[CH:34]=[CH:33][CH:32]=[CH:31][CH:30]=1, predict the reactants needed to synthesize it. The reactants are: [CH:1]1([C:7]2[C:15]3[C:10](=[CH:11][C:12]([C:16]([O:18]C)=[O:17])=[CH:13][CH:14]=3)[NH:9][C:8]=2[C:20]2[CH:25]=[CH:24][CH:23]=[CH:22][N:21]=2)[CH2:6][CH2:5][CH2:4][CH2:3][CH2:2]1.[H-].[Na+].[CH2:28](Br)[C:29]1[CH:34]=[CH:33][CH:32]=[CH:31][CH:30]=1.O[Li].O. (4) The reactants are: CN1CCN(C2C=CC(N)=CC=2)CC1.[C:15]([OH:19])(=O)[CH2:16][OH:17].[CH3:20][N:21]1[CH2:26][CH2:25][N:24]([C:27]2[CH:32]=[CH:31][C:30]([NH:33][C:34]3[N:39]=[CH:38][N:37]=[C:36]([C:40]4[CH:41]=[CH:42][C:43]([O:48][C@@H:49]5[CH2:53][CH2:52][NH:51][CH2:50]5)=[C:44]([CH:47]=4)[C:45]#[N:46])[N:35]=3)=[CH:29][CH:28]=2)[CH2:23][CH2:22]1. Given the product [OH:17][CH2:16][C:15]([N:51]1[CH2:52][CH2:53][C@@H:49]([O:48][C:43]2[CH:42]=[CH:41][C:40]([C:36]3[N:35]=[C:34]([NH:33][C:30]4[CH:29]=[CH:28][C:27]([N:24]5[CH2:23][CH2:22][N:21]([CH3:20])[CH2:26][CH2:25]5)=[CH:32][CH:31]=4)[N:39]=[CH:38][N:37]=3)=[CH:47][C:44]=2[C:45]#[N:46])[CH2:50]1)=[O:19], predict the reactants needed to synthesize it. (5) Given the product [CH2:1]([O:3][C:4]1[C:5]([F:14])=[CH:6][C:7]([CH2:8][OH:9])=[CH:11][C:12]=1[F:13])[CH3:2], predict the reactants needed to synthesize it. The reactants are: [CH2:1]([O:3][C:4]1[C:12]([F:13])=[CH:11][C:7]([C:8](O)=[O:9])=[CH:6][C:5]=1[F:14])[CH3:2]. (6) Given the product [CH3:1][C:2]1([CH3:11])[C:10]2[C:5](=[CH:6][CH:7]=[CH:8][CH:9]=2)[N:4]([C:13]2[CH:18]=[CH:17][CH:16]=[CH:15][C:14]=2[N+:19]([O-:21])=[O:20])[CH2:3]1, predict the reactants needed to synthesize it. The reactants are: [CH3:1][C:2]1([CH3:11])[C:10]2[C:5](=[CH:6][CH:7]=[CH:8][CH:9]=2)[NH:4][CH2:3]1.F[C:13]1[CH:18]=[CH:17][CH:16]=[CH:15][C:14]=1[N+:19]([O-:21])=[O:20].